The task is: Regression. Given a peptide amino acid sequence and an MHC pseudo amino acid sequence, predict their binding affinity value. This is MHC class II binding data.. This data is from Peptide-MHC class II binding affinity with 134,281 pairs from IEDB. (1) The peptide sequence is TIKQKKPDFILATDI. The binding affinity (normalized) is 0.300. The MHC is HLA-DQA10501-DQB10302 with pseudo-sequence HLA-DQA10501-DQB10302. (2) The peptide sequence is KGELIDQLGVRDKEAGVALR. The MHC is DRB1_1501 with pseudo-sequence DRB1_1501. The binding affinity (normalized) is 0. (3) The peptide sequence is ADVILPIGTRSVETD. The MHC is HLA-DQA10501-DQB10402 with pseudo-sequence HLA-DQA10501-DQB10402. The binding affinity (normalized) is 0.549. (4) The peptide sequence is QKWDATATELNNALQ. The MHC is HLA-DQA10401-DQB10402 with pseudo-sequence HLA-DQA10401-DQB10402. The binding affinity (normalized) is 0.487. (5) The peptide sequence is KRQGPKQMLVGGVVL. The MHC is HLA-DQA10201-DQB10301 with pseudo-sequence HLA-DQA10201-DQB10301. The binding affinity (normalized) is 0. (6) The peptide sequence is MADDMERIFKRFDTN. The MHC is DRB4_0101 with pseudo-sequence DRB4_0103. The binding affinity (normalized) is 0.210. (7) The peptide sequence is IGEGKVTLRIRNVRF. The MHC is DRB1_1302 with pseudo-sequence DRB1_1302. The binding affinity (normalized) is 0.443. (8) The peptide sequence is ELRKTYNLLDAVSRH. The MHC is HLA-DQA10102-DQB10602 with pseudo-sequence HLA-DQA10102-DQB10602. The binding affinity (normalized) is 0.204. (9) The peptide sequence is SRGNRAFIAINLQKN. The MHC is HLA-DPA10201-DPB10501 with pseudo-sequence HLA-DPA10201-DPB10501. The binding affinity (normalized) is 0.761.